This data is from Full USPTO retrosynthesis dataset with 1.9M reactions from patents (1976-2016). The task is: Predict the reactants needed to synthesize the given product. (1) Given the product [CH:1]1([CH2:4][O:5][C:6]2[C:14]([C:15]3[CH:20]=[CH:19][C:18]([F:21])=[C:17]([F:22])[CH:16]=3)=[CH:13][C:9]([C:10]([NH:31][CH2:30][C:28]3[O:27][N:26]=[C:25]([C:24]([F:33])([F:32])[F:23])[N:29]=3)=[O:12])=[CH:8][N:7]=2)[CH2:2][CH2:3]1, predict the reactants needed to synthesize it. The reactants are: [CH:1]1([CH2:4][O:5][C:6]2[C:14]([C:15]3[CH:20]=[CH:19][C:18]([F:21])=[C:17]([F:22])[CH:16]=3)=[CH:13][C:9]([C:10]([OH:12])=O)=[CH:8][N:7]=2)[CH2:3][CH2:2]1.[F:23][C:24]([F:33])([F:32])[C:25]1[N:29]=[C:28]([CH2:30][NH2:31])[O:27][N:26]=1. (2) Given the product [CH3:1][O:2][C:3](=[O:15])[C:4]1[CH:9]=[CH:8][C:7]([CH2:10][OH:11])=[C:6]([NH2:12])[CH:5]=1, predict the reactants needed to synthesize it. The reactants are: [CH3:1][O:2][C:3](=[O:15])[C:4]1[CH:9]=[CH:8][C:7]([CH2:10][OH:11])=[C:6]([N+:12]([O-])=O)[CH:5]=1.[NH4+].[Cl-].